This data is from Catalyst prediction with 721,799 reactions and 888 catalyst types from USPTO. The task is: Predict which catalyst facilitates the given reaction. (1) Reactant: [NH4+].Cl[C:3]1[N:8]=[C:7]([OH:9])[C:6]([F:10])=[C:5]([CH2:11][CH3:12])[N:4]=1.C(O)C. Product: [CH2:11]([C:5]1[N:4]=[CH:3][N:8]=[C:7]([OH:9])[C:6]=1[F:10])[CH3:12]. The catalyst class is: 386. (2) Reactant: Cl[C:2]1[N:7]=[C:6]([CH2:8][N:9]2[C:17](=[O:18])[C:16]3[C:11](=[CH:12][CH:13]=[CH:14][CH:15]=3)[C:10]2=[O:19])[CH:5]=[C:4]([C:20]2[CH:21]=[N:22][C:23]([C:26]([F:29])([F:28])[F:27])=[N:24][CH:25]=2)[N:3]=1.[CH:30]1(B(O)O)[CH2:32][CH2:31]1.C(=O)([O-])[O-].[K+].[K+]. Product: [CH:30]1([C:2]2[N:7]=[C:6]([CH2:8][N:9]3[C:17](=[O:18])[C:16]4[C:11](=[CH:12][CH:13]=[CH:14][CH:15]=4)[C:10]3=[O:19])[CH:5]=[C:4]([C:20]3[CH:21]=[N:22][C:23]([C:26]([F:29])([F:28])[F:27])=[N:24][CH:25]=3)[N:3]=2)[CH2:32][CH2:31]1. The catalyst class is: 294. (3) Reactant: [OH-:1].[Na+:2].[CH3:3][C:4]([C:7]1[CH:12]=[CH:11][C:10]([OH:13])=[CH:9][CH:8]=1)([CH3:6])[CH3:5]. Product: [OH-:13].[Na+:2].[OH:13][C:10]1[CH:9]=[CH:8][C:7]([C:4]([C:3]2[CH:9]=[CH:8][C:7]([OH:1])=[CH:4][CH:3]=2)([CH3:5])[CH3:6])=[CH:12][CH:11]=1. The catalyst class is: 2.